This data is from Forward reaction prediction with 1.9M reactions from USPTO patents (1976-2016). The task is: Predict the product of the given reaction. (1) Given the reactants [C:1]([N:8]1[CH2:13][CH2:12][CH2:11][CH:10]([CH2:14][NH:15][C:16]2[CH:21]=[CH:20][CH:19]=[CH:18][CH:17]=2)[CH2:9]1)([O:3][C:4]([CH3:7])([CH3:6])[CH3:5])=[O:2].[O:22]1[CH:26]=[CH:25][CH:24]=[C:23]1[C:27](Cl)=[O:28], predict the reaction product. The product is: [C:1]([N:8]1[CH2:13][CH2:12][CH2:11][CH:10]([CH2:14][N:15]([C:16]2[CH:21]=[CH:20][CH:19]=[CH:18][CH:17]=2)[C:27]([C:23]2[O:22][CH:26]=[CH:25][CH:24]=2)=[O:28])[CH2:9]1)([O:3][C:4]([CH3:6])([CH3:7])[CH3:5])=[O:2]. (2) Given the reactants Cl[C:2]1[C:3]2[CH:10]=[C:9]([Cl:11])[NH:8][C:4]=2[N:5]=[CH:6][N:7]=1.[CH3:12][O:13][C:14]1[CH:22]=[C:21]2[C:17]([CH:18]=[N:19][NH:20]2)=[CH:16][C:15]=1[NH2:23], predict the reaction product. The product is: [Cl:11][C:9]1[NH:8][C:4]2[N:5]=[CH:6][N:7]=[C:2]([NH:23][C:15]3[CH:16]=[C:17]4[C:21](=[CH:22][C:14]=3[O:13][CH3:12])[NH:20][N:19]=[CH:18]4)[C:3]=2[CH:10]=1.